The task is: Predict the product of the given reaction.. This data is from Forward reaction prediction with 1.9M reactions from USPTO patents (1976-2016). (1) The product is: [Br:9][C:3]1[C:2]([F:1])=[C:7]([N+:10]([O-:12])=[O:11])[CH:6]=[CH:5][C:4]=1[F:8]. Given the reactants [F:1][C:2]1[CH:7]=[CH:6][CH:5]=[C:4]([F:8])[C:3]=1[Br:9].[N+:10]([O-])([OH:12])=[O:11], predict the reaction product. (2) Given the reactants C(OC([N:8]1[CH2:13][CH2:12][N:11]([C:14]2[CH:19]=[N:18][CH:17]=[C:16]([O:20][CH3:21])[N:15]=2)[CH2:10][CH2:9]1)=O)(C)(C)C.FC(F)(F)C(O)=O, predict the reaction product. The product is: [CH3:21][O:20][C:16]1[N:15]=[C:14]([N:11]2[CH2:12][CH2:13][NH:8][CH2:9][CH2:10]2)[CH:19]=[N:18][CH:17]=1. (3) Given the reactants [C:1]([O:5][C:6](=[O:20])[N:7]([C:13]1[CH:14]=[N:15][CH:16]=[CH:17][C:18]=1I)[CH2:8][C:9]([F:12])([F:11])[F:10])([CH3:4])([CH3:3])[CH3:2].[F:21][C:22]1[C:27]([F:28])=[CH:26][C:25](B(O)O)=[C:24]([O:32][CH3:33])[CH:23]=1, predict the reaction product. The product is: [C:1]([O:5][C:6](=[O:20])[N:7]([C:13]1[CH:14]=[N:15][CH:16]=[CH:17][C:18]=1[C:25]1[CH:26]=[C:27]([F:28])[C:22]([F:21])=[CH:23][C:24]=1[O:32][CH3:33])[CH2:8][C:9]([F:12])([F:11])[F:10])([CH3:4])([CH3:3])[CH3:2]. (4) Given the reactants [OH:1][C:2]1([CH3:20])[C:6]([OH:8])([CH3:7])[CH2:5][N:4]([C:9]2[CH:10]=[C:11]([CH:17]=[CH:18][CH:19]=2)[C:12]([O:14]CC)=[O:13])[CH2:3]1.O.[Li+].[OH-], predict the reaction product. The product is: [OH:1][C:2]1([CH3:20])[C:6]([OH:8])([CH3:7])[CH2:5][N:4]([C:9]2[CH:10]=[C:11]([CH:17]=[CH:18][CH:19]=2)[C:12]([OH:14])=[O:13])[CH2:3]1. (5) Given the reactants [C:1]([C:3]1[CH:4]=[C:5]([C:12]2[O:16][N:15]=[C:14]([C:17]3[CH:38]=[CH:37][C:20]4[CH2:21][CH2:22][N:23]([C:26](=[O:36])[CH2:27][NH:28]C(=O)OC(C)(C)C)[CH2:24][CH2:25][C:19]=4[CH:18]=3)[N:13]=2)[CH:6]=[N:7][C:8]=1[O:9][CH2:10][CH3:11])#[N:2].FC(F)(F)C(O)=O, predict the reaction product. The product is: [CH2:10]([O:9][C:8]1[C:3]([C:1]#[N:2])=[CH:4][C:5]([C:12]2[O:16][N:15]=[C:14]([C:17]3[CH:38]=[CH:37][C:20]4[CH2:21][CH2:22][N:23]([C:26](=[O:36])[CH2:27][NH2:28])[CH2:24][CH2:25][C:19]=4[CH:18]=3)[N:13]=2)=[CH:6][N:7]=1)[CH3:11]. (6) Given the reactants [CH3:1][C@H:2]1[C@@H:6]([C:7](=O)[CH2:8][NH:9][C:10]2[N:11]=[C:12]3[CH:18]=[CH:17][N:16]([S:19]([C:22]4[CH:28]=[CH:27][C:25]([CH3:26])=[CH:24][CH:23]=4)(=[O:21])=[O:20])[C:13]3=[N:14][CH:15]=2)[CH2:5][N:4]([C:30]([O:32][CH2:33][C:34]2[CH:39]=[CH:38][CH:37]=[CH:36][CH:35]=2)=[O:31])[CH2:3]1.COC1C=CC(P2(SP(C3C=CC(OC)=CC=3)(=S)S2)=S)=CC=1.B(O[O-])=O.O.[Na+].C(=O)(O)[O-].[Na+], predict the reaction product. The product is: [CH3:1][C@H:2]1[C@@H:6]([C:7]2[N:11]3[C:12]4[CH:18]=[CH:17][N:16]([S:19]([C:22]5[CH:28]=[CH:27][C:25]([CH3:26])=[CH:24][CH:23]=5)(=[O:20])=[O:21])[C:13]=4[N:14]=[CH:15][C:10]3=[N:9][CH:8]=2)[CH2:5][N:4]([C:30]([O:32][CH2:33][C:34]2[CH:35]=[CH:36][CH:37]=[CH:38][CH:39]=2)=[O:31])[CH2:3]1. (7) Given the reactants N1CC(=O)C1.[S:6]1[CH:10]=[CH:9][CH:8]=[C:7]1[CH:11]([C:17]1[S:18][CH:19]=[CH:20][CH:21]=1)[N:12]1[CH2:15][CH:14]([OH:16])[CH2:13]1.CS(C)=O.C(Cl)(=O)C(Cl)=O, predict the reaction product. The product is: [S:6]1[CH:10]=[CH:9][CH:8]=[C:7]1[CH:11]([C:17]1[S:18][CH:19]=[CH:20][CH:21]=1)[N:12]1[CH2:13][C:14](=[O:16])[CH2:15]1. (8) The product is: [Cl:19][C:12]1[CH:13]=[C:14]([CH2:57][OH:60])[CH:15]=[C:16]([Cl:17])[C:11]=1[C:9]1[S:8][C:7]2[C:2]([NH:52][C:29]3[CH:30]=[C:25]([CH3:26])[N:24]=[CH:27][N:28]=3)=[N:3][CH:4]=[CH:5][C:6]=2[N:10]=1. Given the reactants Cl[C:2]1[C:7]2[S:8][C:9]([C:11]3[C:16]([Cl:17])=[CH:15][C:14](I)=[CH:13][C:12]=3[Cl:19])=[N:10][C:6]=2[CH:5]=[CH:4][N:3]=1.ClC1C=C(I)C=C(Cl)C=1C(Cl)=[N:24][C:25]1[CH:30]=[CH:29][N:28]=[C:27](Cl)[C:26]=1F.NC(N)=S.N1C=CC=CC=1.C([N:52](CC)CC)C.[CH:57]([OH:60])(C)C, predict the reaction product. (9) Given the reactants [CH2:1]([O:8][C:9]([NH:11][C:12]1[C:13]([C:24](O)=[O:25])=[N:14][C:15]2[C:20]([CH:21]=1)=[CH:19][CH:18]=[C:17]([CH:22]=[CH2:23])[CH:16]=2)=[O:10])[C:2]1[CH:7]=[CH:6][CH:5]=[CH:4][CH:3]=1.[NH2:27][C:28]1[CH:29]=[N:30][CH:31]=[CH:32][C:33]=1[N:34]1[CH2:39][CH2:38][CH2:37][C@H:36]([NH:40][C:41](=[O:47])[O:42][C:43]([CH3:46])([CH3:45])[CH3:44])[CH2:35]1.CN(C(ON1N=NC2C=CC=NC1=2)=[N+](C)C)C.F[P-](F)(F)(F)(F)F.CCN(C(C)C)C(C)C.[OH-].[Na+], predict the reaction product. The product is: [C:43]([O:42][C:41]([NH:40][C@H:36]1[CH2:37][CH2:38][CH2:39][N:34]([C:33]2[CH:32]=[CH:31][N:30]=[CH:29][C:28]=2[NH:27][C:24]([C:13]2[C:12]([NH:11][C:9](=[O:10])[O:8][CH2:1][C:2]3[CH:7]=[CH:6][CH:5]=[CH:4][CH:3]=3)=[CH:21][C:20]3[C:15](=[CH:16][C:17]([CH:22]=[CH2:23])=[CH:18][CH:19]=3)[N:14]=2)=[O:25])[CH2:35]1)=[O:47])([CH3:44])([CH3:46])[CH3:45].